From a dataset of Aqueous solubility values for 9,982 compounds from the AqSolDB database. Regression/Classification. Given a drug SMILES string, predict its absorption, distribution, metabolism, or excretion properties. Task type varies by dataset: regression for continuous measurements (e.g., permeability, clearance, half-life) or binary classification for categorical outcomes (e.g., BBB penetration, CYP inhibition). For this dataset (solubility_aqsoldb), we predict Y. (1) The drug is CCCCCCCCC(CO[N+](=O)O)O[N+](=O)O. The Y is -5.72 log mol/L. (2) The drug is Brc1cccc2ccccc12. The Y is -4.35 log mol/L. (3) The molecule is C=CC(=O)[O-].[Na+]. The Y is 0.715 log mol/L.